From a dataset of NCI-60 drug combinations with 297,098 pairs across 59 cell lines. Regression. Given two drug SMILES strings and cell line genomic features, predict the synergy score measuring deviation from expected non-interaction effect. (1) Drug 1: CCC(=C(C1=CC=CC=C1)C2=CC=C(C=C2)OCCN(C)C)C3=CC=CC=C3.C(C(=O)O)C(CC(=O)O)(C(=O)O)O. Drug 2: CC1=C(N=C(N=C1N)C(CC(=O)N)NCC(C(=O)N)N)C(=O)NC(C(C2=CN=CN2)OC3C(C(C(C(O3)CO)O)O)OC4C(C(C(C(O4)CO)O)OC(=O)N)O)C(=O)NC(C)C(C(C)C(=O)NC(C(C)O)C(=O)NCCC5=NC(=CS5)C6=NC(=CS6)C(=O)NCCC[S+](C)C)O. Cell line: KM12. Synergy scores: CSS=20.9, Synergy_ZIP=-7.94, Synergy_Bliss=-4.21, Synergy_Loewe=-12.6, Synergy_HSA=-2.17. (2) Drug 1: CCN(CC)CCNC(=O)C1=C(NC(=C1C)C=C2C3=C(C=CC(=C3)F)NC2=O)C. Drug 2: C1CN(CCN1C(=O)CCBr)C(=O)CCBr. Cell line: UO-31. Synergy scores: CSS=14.5, Synergy_ZIP=-7.69, Synergy_Bliss=-4.90, Synergy_Loewe=-0.396, Synergy_HSA=-0.124. (3) Drug 1: COC1=C(C=C2C(=C1)N=CN=C2NC3=CC(=C(C=C3)F)Cl)OCCCN4CCOCC4. Drug 2: C(CN)CNCCSP(=O)(O)O. Cell line: HCT-15. Synergy scores: CSS=7.47, Synergy_ZIP=-6.76, Synergy_Bliss=-5.70, Synergy_Loewe=-44.5, Synergy_HSA=-6.32. (4) Drug 1: C1=CN(C(=O)N=C1N)C2C(C(C(O2)CO)O)O.Cl. Drug 2: CC1CCC2CC(C(=CC=CC=CC(CC(C(=O)C(C(C(=CC(C(=O)CC(OC(=O)C3CCCCN3C(=O)C(=O)C1(O2)O)C(C)CC4CCC(C(C4)OC)OCCO)C)C)O)OC)C)C)C)OC. Cell line: SNB-19. Synergy scores: CSS=42.5, Synergy_ZIP=1.93, Synergy_Bliss=1.11, Synergy_Loewe=-0.897, Synergy_HSA=2.27. (5) Drug 1: CCC1(CC2CC(C3=C(CCN(C2)C1)C4=CC=CC=C4N3)(C5=C(C=C6C(=C5)C78CCN9C7C(C=CC9)(C(C(C8N6C=O)(C(=O)OC)O)OC(=O)C)CC)OC)C(=O)OC)O.OS(=O)(=O)O. Drug 2: CC1C(C(CC(O1)OC2CC(OC(C2O)C)OC3=CC4=CC5=C(C(=O)C(C(C5)C(C(=O)C(C(C)O)O)OC)OC6CC(C(C(O6)C)O)OC7CC(C(C(O7)C)O)OC8CC(C(C(O8)C)O)(C)O)C(=C4C(=C3C)O)O)O)O. Cell line: HOP-62. Synergy scores: CSS=29.4, Synergy_ZIP=2.56, Synergy_Bliss=-1.40, Synergy_Loewe=-6.28, Synergy_HSA=-5.19. (6) Drug 1: CC1=CC=C(C=C1)C2=CC(=NN2C3=CC=C(C=C3)S(=O)(=O)N)C(F)(F)F. Drug 2: C1CC(=O)NC(=O)C1N2C(=O)C3=CC=CC=C3C2=O. Cell line: HOP-92. Synergy scores: CSS=-2.14, Synergy_ZIP=1.58, Synergy_Bliss=-1.22, Synergy_Loewe=-1.76, Synergy_HSA=-3.81.